This data is from Reaction yield outcomes from USPTO patents with 853,638 reactions. The task is: Predict the reaction yield, written as a fraction of the theoretical maximum amount of product (1.0 means a 100% yield; for example, 0.34 means a 34% yield). (1) The reactants are Br.[N+:2]([C:5]1[CH:10]=[CH:9][C:8]([CH2:11][C@@H:12]([C:14]2[N:15]=[C:16]([C:19]3[CH:24]=[CH:23][CH:22]=[CH:21][CH:20]=3)[S:17][CH:18]=2)[NH2:13])=[CH:7][CH:6]=1)([O-:4])=[O:3].C([O-])([O-])=O.[Ca+2].C(Cl)(Cl)(Cl)Cl.[C:35](Cl)(Cl)=[S:36]. The catalyst is O.C(Cl)Cl. The product is [N:13]([C@H:12]([C:14]1[N:15]=[C:16]([C:19]2[CH:20]=[CH:21][CH:22]=[CH:23][CH:24]=2)[S:17][CH:18]=1)[CH2:11][C:8]1[CH:7]=[CH:6][C:5]([N+:2]([O-:4])=[O:3])=[CH:10][CH:9]=1)=[C:35]=[S:36]. The yield is 0.730. (2) The reactants are C([O:8][P:9]([O:19][CH2:20][CH2:21][O:22][CH2:23][CH2:24][O:25][CH2:26][C:27]([CH3:87])([CH3:86])[C:28]([O:30][C:31]1[C:35]([O:36][C:37](=[O:67])[C:38]([CH3:66])([CH3:65])[CH2:39][O:40][CH2:41][CH2:42][O:43][CH2:44][CH2:45][O:46][P:47]([O:57]CC2C=CC=CC=2)([O:49]CC2C=CC=CC=2)=[O:48])=[C:34]([C:68](=[O:72])[N:69]([CH3:71])[CH3:70])[N:33]([C:73]2[CH:78]=[CH:77][C:76]([O:79][CH3:80])=[CH:75][CH:74]=2)[C:32]=1[C:81](=[O:85])[N:82]([CH3:84])[CH3:83])=[O:29])([O:11]CC1C=CC=CC=1)=[O:10])C1C=CC=CC=1. The catalyst is CO.[Pd]. The product is [CH3:86][C:27]([CH3:87])([CH2:26][O:25][CH2:24][CH2:23][O:22][CH2:21][CH2:20][O:19][P:9]([OH:10])([OH:11])=[O:8])[C:28]([O:30][C:31]1[C:35]([O:36][C:37](=[O:67])[C:38]([CH3:65])([CH3:66])[CH2:39][O:40][CH2:41][CH2:42][O:43][CH2:44][CH2:45][O:46][P:47]([OH:49])([OH:57])=[O:48])=[C:34]([C:68](=[O:72])[N:69]([CH3:71])[CH3:70])[N:33]([C:73]2[CH:74]=[CH:75][C:76]([O:79][CH3:80])=[CH:77][CH:78]=2)[C:32]=1[C:81](=[O:85])[N:82]([CH3:83])[CH3:84])=[O:29]. The yield is 0.880.